Task: Predict the product of the given reaction.. Dataset: Forward reaction prediction with 1.9M reactions from USPTO patents (1976-2016) (1) Given the reactants C(OC([N:8](C(OC(C)(C)C)=O)[CH2:9][C:10](=[O:20])[CH2:11][CH2:12][CH2:13][CH2:14][CH2:15][C:16]([O:18][CH3:19])=[O:17])=O)(C)(C)C.Cl, predict the reaction product. The product is: [NH2:8][CH2:9][C:10](=[O:20])[CH2:11][CH2:12][CH2:13][CH2:14][CH2:15][C:16]([O:18][CH3:19])=[O:17]. (2) Given the reactants [CH2:1](Cl)[C:2]1[CH:7]=[CH:6][CH:5]=[CH:4][CH:3]=1.C(=O)([O-])[O-].[K+].[K+].[NH:15]1[CH2:20][CH2:19][CH:18]([C:21]([O:23][CH2:24][CH3:25])=[O:22])[CH2:17][CH2:16]1, predict the reaction product. The product is: [CH2:1]([N:15]1[CH2:20][CH2:19][CH:18]([C:21]([O:23][CH2:24][CH3:25])=[O:22])[CH2:17][CH2:16]1)[C:2]1[CH:7]=[CH:6][CH:5]=[CH:4][CH:3]=1. (3) Given the reactants Br[C:2]1[C:10]2[NH:9][C:8](=[O:11])[N:7]([CH3:12])[C:6]=2[C:5]([CH:13]([CH2:16][CH3:17])[CH2:14][CH3:15])=[CH:4][CH:3]=1.[CH3:18][O-:19].[Na+], predict the reaction product. The product is: [CH2:14]([CH:13]([C:5]1[C:6]2[N:7]([CH3:12])[C:8](=[O:11])[NH:9][C:10]=2[C:2]([O:19][CH3:18])=[CH:3][CH:4]=1)[CH2:16][CH3:17])[CH3:15]. (4) Given the reactants Br.Br[CH2:3][C:4]([C:6]1[CH:11]=[CH:10][N:9]=[CH:8][CH:7]=1)=O.[CH3:12][NH:13][C:14]([NH2:16])=[S:15], predict the reaction product. The product is: [CH3:12][NH:13][C:14]1[S:15][CH:3]=[C:4]([C:6]2[CH:11]=[CH:10][N:9]=[CH:8][CH:7]=2)[N:16]=1. (5) Given the reactants [CH:1]1([NH:4][C:5]2[N:6]=[CH:7][C:8]3[C:17]4[CH:16]=[CH:15][C:14](C(O)=O)=[CH:13][C:12]=4[N:11]=[C:10]([NH:21][C:22]4[CH:27]=[CH:26][CH:25]=[C:24]([C:28]([F:31])([F:30])[F:29])[CH:23]=4)[C:9]=3[N:32]=2)[CH2:3][CH2:2]1.C1(P(N=[N+]=[N-])(C2C=CC=CC=2)=[O:40])C=CC=CC=1.C([N:52]([CH2:55]C)CC)C.[CH:57]([OH:60])([CH3:59])[CH3:58], predict the reaction product. The product is: [CH:1]1([NH:4][C:5]2[N:6]=[CH:7][C:8]3[C:17]4[CH:16]=[CH:15][C:14]([NH:52][C:55](=[O:40])[O:60][CH:57]([CH3:59])[CH3:58])=[CH:13][C:12]=4[N:11]=[C:10]([NH:21][C:22]4[CH:27]=[CH:26][CH:25]=[C:24]([C:28]([F:29])([F:30])[F:31])[CH:23]=4)[C:9]=3[N:32]=2)[CH2:2][CH2:3]1.